Predict the reactants needed to synthesize the given product. From a dataset of Full USPTO retrosynthesis dataset with 1.9M reactions from patents (1976-2016). (1) Given the product [Cl:1][C:2]1[CH:10]=[CH:9][C:8]([C:21]2[N:20]([C:18]([O:17][C:13]([CH3:16])([CH3:15])[CH3:14])=[O:19])[C:28]3[C:23]([CH:22]=2)=[CH:24][C:25]([C:29]#[N:30])=[CH:26][CH:27]=3)=[C:7]2[C:3]=1[CH2:4][NH:5][C:6]2=[O:12], predict the reactants needed to synthesize it. The reactants are: [Cl:1][C:2]1[CH:10]=[CH:9][C:8](I)=[C:7]2[C:3]=1[CH2:4][NH:5][C:6]2=[O:12].[C:13]([O:17][C:18]([N:20]1[C:28]2[C:23](=[CH:24][C:25]([C:29]#[N:30])=[CH:26][CH:27]=2)[CH:22]=[C:21]1B(O)O)=[O:19])([CH3:16])([CH3:15])[CH3:14].C(N(CC)CC)C. (2) Given the product [N:7]1([C:5]([NH:4][CH2:1][CH:2]=[CH2:3])=[O:6])[CH:11]=[CH:10][N:9]=[CH:8]1, predict the reactants needed to synthesize it. The reactants are: [CH2:1]([NH2:4])[CH:2]=[CH2:3].[C:5](N1C=CN=C1)([N:7]1[CH:11]=[CH:10][N:9]=[CH:8]1)=[O:6]. (3) Given the product [C:11]1([C:9]2[O:8][C:6]3[C:5]([N:10]=2)=[CH:4][CH:3]=[C:2]([N:17]2[CH2:21][CH2:20][CH2:19][CH2:18]2)[N:7]=3)[CH:16]=[CH:15][CH:14]=[CH:13][CH:12]=1, predict the reactants needed to synthesize it. The reactants are: Cl[C:2]1[N:7]=[C:6]2[O:8][C:9]([C:11]3[CH:16]=[CH:15][CH:14]=[CH:13][CH:12]=3)=[N:10][C:5]2=[CH:4][CH:3]=1.[NH:17]1[CH2:21][CH2:20][CH2:19][CH2:18]1. (4) Given the product [ClH:33].[CH3:22][N:19]1[C:18]2[CH:23]=[CH:24][C:15]([C:12]3[CH:11]=[CH:10][C:9]([C:8]([N:6]4[CH2:5][CH2:4][NH:3][C@H:2]([CH3:1])[CH2:7]4)=[O:25])=[CH:14][CH:13]=3)=[CH:16][C:17]=2[N:21]=[CH:20]1, predict the reactants needed to synthesize it. The reactants are: [CH3:1][C@@H:2]1[CH2:7][N:6]([C:8](=[O:25])[C:9]2[CH:14]=[CH:13][C:12]([C:15]3[CH:24]=[CH:23][C:18]4[N:19]([CH3:22])[CH:20]=[N:21][C:17]=4[CH:16]=3)=[CH:11][CH:10]=2)[CH2:5][CH2:4][N:3]1C(OC(C)(C)C)=O.[ClH:33]. (5) Given the product [CH2:31]([C:2]1([NH:1][C:42](=[O:44])[CH3:43])[C:11]2[C:6](=[CH:7][CH:8]=[CH:9][CH:10]=2)[C:5]([OH:12])=[C:4]([C:13]2[NH:18][C:17]3[CH:19]=[CH:20][C:21]([NH:23][S:24]([CH3:27])(=[O:26])=[O:25])=[CH:22][C:16]=3[S:15](=[O:29])(=[O:28])[N:14]=2)[C:3]1=[O:30])[CH2:32][CH2:33][CH3:34], predict the reactants needed to synthesize it. The reactants are: [NH2:1][C:2]1([CH2:31][CH2:32][CH2:33][CH3:34])[C:11]2[C:6](=[CH:7][CH:8]=[CH:9][CH:10]=2)[C:5]([OH:12])=[C:4]([C:13]2[NH:18][C:17]3[CH:19]=[CH:20][C:21]([NH:23][S:24]([CH3:27])(=[O:26])=[O:25])=[CH:22][C:16]=3[S:15](=[O:29])(=[O:28])[N:14]=2)[C:3]1=[O:30].C(N(CC)CC)C.[C:42](OC(=O)C)(=[O:44])[CH3:43].C([O-])([O-])=O.[K+].[K+]. (6) The reactants are: Br.[Br:2][CH2:3][CH2:4][NH2:5].[CH2:6]([CH2:10][C:11](=O)[CH3:12])[C:7]([CH3:9])=O.C([O-])(=O)C.[K+]. Given the product [Br:2][CH2:3][CH2:4][N:5]1[C:11]([CH3:12])=[CH:10][CH:6]=[C:7]1[CH3:9], predict the reactants needed to synthesize it. (7) Given the product [CH:64]1[C:65]([C:68]2[C:59](=[O:61])[C:58]3[C:17](=[CH:14][C:5]([OH:6])=[CH:2][C:3]=3[OH:4])[O:18][CH:19]=2)=[CH:66][CH:67]=[C:62]([OH:79])[CH:63]=1, predict the reactants needed to synthesize it. The reactants are: C(O)[C:2](N)([CH2:5][OH:6])[CH2:3][OH:4].Cl.[Na+].[Cl-].CC[CH:14]([CH2:17][O:18][C:19](C(N(CC[NH+](C)C)C)=O)(C1C=CC=CC=1)C1C=CC=CC=1)CC.[Cl-].C(N([CH2:58][C:59]([OH:61])=O)CC(O)=O)CN(CC(O)=O)CC(O)=O.[CH:62]1[CH:67]=[CH:66][C:65]([CH2:68]S(F)(=O)=O)=[CH:64][CH:63]=1.CC(C[C@H](NC(C)=O)C(N[C@H](C(N[C@H](C(O)=O)CCCN=C(N)N)=O)CC(C)C)=[O:79])C.